Dataset: NCI-60 drug combinations with 297,098 pairs across 59 cell lines. Task: Regression. Given two drug SMILES strings and cell line genomic features, predict the synergy score measuring deviation from expected non-interaction effect. Drug 1: CC1CCC2CC(C(=CC=CC=CC(CC(C(=O)C(C(C(=CC(C(=O)CC(OC(=O)C3CCCCN3C(=O)C(=O)C1(O2)O)C(C)CC4CCC(C(C4)OC)O)C)C)O)OC)C)C)C)OC. Drug 2: C#CCC(CC1=CN=C2C(=N1)C(=NC(=N2)N)N)C3=CC=C(C=C3)C(=O)NC(CCC(=O)O)C(=O)O. Cell line: EKVX. Synergy scores: CSS=-0.522, Synergy_ZIP=1.88, Synergy_Bliss=1.64, Synergy_Loewe=4.13, Synergy_HSA=0.820.